This data is from Peptide-MHC class I binding affinity with 185,985 pairs from IEDB/IMGT. The task is: Regression. Given a peptide amino acid sequence and an MHC pseudo amino acid sequence, predict their binding affinity value. This is MHC class I binding data. (1) The peptide sequence is HTFGVPYNPQ. The MHC is Mamu-B8301 with pseudo-sequence Mamu-B8301. The binding affinity (normalized) is 0. (2) The peptide sequence is YSPGEVNRVA. The MHC is Mamu-A01 with pseudo-sequence Mamu-A01. The binding affinity (normalized) is 0.485. (3) The peptide sequence is ALVAWLTHA. The MHC is HLA-A02:01 with pseudo-sequence HLA-A02:01. The binding affinity (normalized) is 0.747. (4) The peptide sequence is SQRVEFLEY. The MHC is HLA-A02:16 with pseudo-sequence HLA-A02:16. The binding affinity (normalized) is 0.0847. (5) The MHC is HLA-A68:01 with pseudo-sequence HLA-A68:01. The binding affinity (normalized) is 0.148. The peptide sequence is TLEEAKTALK.